Dataset: Full USPTO retrosynthesis dataset with 1.9M reactions from patents (1976-2016). Task: Predict the reactants needed to synthesize the given product. (1) Given the product [CH:22]1([C:25]2[C:26]([O:35][CH3:36])=[C:27]([CH:28]([OH:29])[C:2]#[C:1][C:3]3[CH:8]=[CH:7][C:6]([O:9][CH2:10][C:11]4[CH:16]=[CH:15][CH:14]=[CH:13][CH:12]=4)=[CH:5][CH:4]=3)[CH:30]=[CH:31][C:32]=2[O:33][CH3:34])[CH2:23][CH2:24]1, predict the reactants needed to synthesize it. The reactants are: [C:1]([C:3]1[CH:8]=[CH:7][C:6]([O:9][CH2:10][C:11]2[CH:16]=[CH:15][CH:14]=[CH:13][CH:12]=2)=[CH:5][CH:4]=1)#[CH:2].[Li]CCCC.[CH:22]1([C:25]2[C:26]([O:35][CH3:36])=[C:27]([CH:30]=[CH:31][C:32]=2[O:33][CH3:34])[CH:28]=[O:29])[CH2:24][CH2:23]1. (2) Given the product [F:38][C:21]([F:20])([F:37])[C:22]1[CH:23]=[CH:24][C:25]([C:28]2[S:29][C:30]([C:34]([NH:1][CH2:2][CH:3]3[CH2:8][CH2:7][CH2:6][N:5]([C:9]4[CH:14]=[CH:13][CH:12]=[CH:11][C:10]=4[CH2:15][C:16]([O:18][CH3:19])=[O:17])[CH2:4]3)=[O:35])=[C:31]([CH3:33])[N:32]=2)=[CH:26][CH:27]=1, predict the reactants needed to synthesize it. The reactants are: [NH2:1][CH2:2][CH:3]1[CH2:8][CH2:7][CH2:6][N:5]([C:9]2[CH:14]=[CH:13][CH:12]=[CH:11][C:10]=2[CH2:15][C:16]([O:18][CH3:19])=[O:17])[CH2:4]1.[F:20][C:21]([F:38])([F:37])[C:22]1[CH:27]=[CH:26][C:25]([C:28]2[S:29][C:30]([C:34](O)=[O:35])=[C:31]([CH3:33])[N:32]=2)=[CH:24][CH:23]=1. (3) Given the product [Br:24][C:25]1[CH:30]=[C:29]([CH:28]=[CH:27][C:26]=1[O:33][CH:34]([CH3:36])[CH3:35])[CH2:31][N:9]1[CH2:10][CH2:11][C:12]2[C:17](=[CH:16][CH:15]=[C:14]([CH:18]([NH:20][C:21](=[O:23])[CH3:22])[CH3:19])[CH:13]=2)[CH2:8]1, predict the reactants needed to synthesize it. The reactants are: OC(C(F)(F)F)=O.[CH2:8]1[C:17]2[C:12](=[CH:13][C:14]([CH:18]([NH:20][C:21](=[O:23])[CH3:22])[CH3:19])=[CH:15][CH:16]=2)[CH2:11][CH2:10][NH:9]1.[Br:24][C:25]1[CH:30]=[C:29]([CH2:31]Br)[CH:28]=[CH:27][C:26]=1[O:33][CH:34]([CH3:36])[CH3:35].